From a dataset of NCI-60 drug combinations with 297,098 pairs across 59 cell lines. Regression. Given two drug SMILES strings and cell line genomic features, predict the synergy score measuring deviation from expected non-interaction effect. (1) Drug 1: CC12CCC(CC1=CCC3C2CCC4(C3CC=C4C5=CN=CC=C5)C)O. Drug 2: CC12CCC3C(C1CCC2=O)CC(=C)C4=CC(=O)C=CC34C. Cell line: HOP-62. Synergy scores: CSS=26.4, Synergy_ZIP=1.83, Synergy_Bliss=4.42, Synergy_Loewe=-3.96, Synergy_HSA=3.92. (2) Drug 1: CC=C1C(=O)NC(C(=O)OC2CC(=O)NC(C(=O)NC(CSSCCC=C2)C(=O)N1)C(C)C)C(C)C. Drug 2: C1=NNC2=C1C(=O)NC=N2. Cell line: UACC62. Synergy scores: CSS=71.5, Synergy_ZIP=2.70, Synergy_Bliss=1.01, Synergy_Loewe=-23.7, Synergy_HSA=3.04.